Dataset: HIV replication inhibition screening data with 41,000+ compounds from the AIDS Antiviral Screen. Task: Binary Classification. Given a drug SMILES string, predict its activity (active/inactive) in a high-throughput screening assay against a specified biological target. (1) The drug is N#Cc1cccc(C=C(C(=O)c2ccccc2)c2ccccc2)c1. The result is 0 (inactive). (2) The compound is Cc1cc2c(c(C=Nc3ccccc3O)c1)OC1(C=C2)Oc2ccccc2C(=O)N1C. The result is 0 (inactive).